Dataset: Full USPTO retrosynthesis dataset with 1.9M reactions from patents (1976-2016). Task: Predict the reactants needed to synthesize the given product. The reactants are: C(N(CC)CC)C.Br.Br[CH:10]([C:21]1[CH:26]=[CH:25][N:24]=[C:23]([O:27][CH2:28][C:29]2[CH:34]=[CH:33][CH:32]=[CH:31][CH:30]=2)[CH:22]=1)[C:11]([C:13]1[CH:18]=[C:17]([CH3:19])[CH:16]=[C:15]([CH3:20])[CH:14]=1)=O.[NH2:35][C:36]([NH2:38])=[S:37]. Given the product [CH3:20][C:15]1[CH:14]=[C:13]([C:11]2[N:35]=[C:36]([NH2:38])[S:37][C:10]=2[C:21]2[CH:26]=[CH:25][N:24]=[C:23]([O:27][CH2:28][C:29]3[CH:34]=[CH:33][CH:32]=[CH:31][CH:30]=3)[CH:22]=2)[CH:18]=[C:17]([CH3:19])[CH:16]=1, predict the reactants needed to synthesize it.